From a dataset of Full USPTO retrosynthesis dataset with 1.9M reactions from patents (1976-2016). Predict the reactants needed to synthesize the given product. (1) Given the product [CH2:52]([O:53][C:45]([C:9]1[CH:10]=[C:11]([NH:12][C:13]([NH:37][C:36]2[CH:38]=[CH:39][CH:40]=[C:34]([O:33][C:21]3[C:20]4[C:25](=[CH:26][C:27]([O:28][CH2:29][CH2:30][O:31][CH3:32])=[C:18]([O:17][CH3:16])[CH:19]=4)[N:24]=[CH:23][N:22]=3)[CH:35]=2)=[O:15])[N:7]([C:1]2[CH:2]=[CH:3][CH:4]=[CH:5][CH:6]=2)[N:8]=1)([CH3:46])[CH3:47])[CH3:51], predict the reactants needed to synthesize it. The reactants are: [C:1]1([N:7]2[C:11]([NH:12][C:13](=[O:15])[O-])=[CH:10][CH:9]=[N:8]2)[CH:6]=[CH:5][CH:4]=[CH:3][CH:2]=1.[CH3:16][O:17][C:18]1[CH:19]=[C:20]2[C:25](=[CH:26][C:27]=1[O:28][CH2:29][CH2:30][O:31][CH3:32])[N:24]=[CH:23][N:22]=[C:21]2[O:33][C:34]1[CH:35]=[C:36]([CH:38]=[CH:39][CH:40]=1)[NH2:37].C(N(CC)[CH:45]([CH3:47])[CH3:46])(C)C.C1C[O:53][CH2:52][CH2:51]1. (2) Given the product [Cl:1][C:2]1[N:7]=[C:6]([N:8]([C:9]2[N:14]=[CH:13][C:12]3[N:15]=[C:16]([CH3:21])[N:17]([CH:18]([CH3:19])[CH3:20])[C:11]=3[CH:10]=2)[C:29](=[O:30])[O:31][C:32]([CH3:35])([CH3:34])[CH3:33])[CH:5]=[CH:4][N:3]=1, predict the reactants needed to synthesize it. The reactants are: [Cl:1][C:2]1[N:7]=[C:6]([NH:8][C:9]2[N:14]=[CH:13][C:12]3[N:15]=[C:16]([CH3:21])[N:17]([CH:18]([CH3:20])[CH3:19])[C:11]=3[CH:10]=2)[CH:5]=[CH:4][N:3]=1.C(N(CC)CC)C.[C:29](O[C:29]([O:31][C:32]([CH3:35])([CH3:34])[CH3:33])=[O:30])([O:31][C:32]([CH3:35])([CH3:34])[CH3:33])=[O:30].ClCCl.